Dataset: Catalyst prediction with 721,799 reactions and 888 catalyst types from USPTO. Task: Predict which catalyst facilitates the given reaction. (1) Reactant: [CH3:1][C:2]1[C:10]2[C:5](=[N:6][C:7]([CH3:23])=[C:8]([CH2:18][C:19]([O:21][CH3:22])=[O:20])[C:9]=2[C:11]2[CH:16]=[CH:15][C:14]([CH3:17])=[CH:13][CH:12]=2)[S:4][CH:3]=1.[Li+].C[Si]([N-][Si](C)(C)C)(C)C.[CH2:34]1[CH2:38]OC[CH2:35]1.ICCC. Product: [CH3:1][C:2]1[C:10]2[C:5](=[N:6][C:7]([CH3:23])=[C:8]([CH:18]([CH2:35][CH2:34][CH3:38])[C:19]([O:21][CH3:22])=[O:20])[C:9]=2[C:11]2[CH:12]=[CH:13][C:14]([CH3:17])=[CH:15][CH:16]=2)[S:4][CH:3]=1. The catalyst class is: 3. (2) Reactant: C([O:3][C:4](=[O:14])[C:5]([C:7]1[S:8][C:9]([Br:13])=[CH:10][C:11]=1[Br:12])=[O:6])C.Cl. Product: [Br:12][C:11]1[CH:10]=[C:9]([Br:13])[S:8][C:7]=1[C:5](=[O:6])[C:4]([OH:14])=[O:3]. The catalyst class is: 21.